The task is: Regression. Given two drug SMILES strings and cell line genomic features, predict the synergy score measuring deviation from expected non-interaction effect.. This data is from Merck oncology drug combination screen with 23,052 pairs across 39 cell lines. Drug 1: COc1cc(C2c3cc4c(cc3C(OC3OC5COC(C)OC5C(O)C3O)C3COC(=O)C23)OCO4)cc(OC)c1O. Drug 2: Cn1nnc2c(C(N)=O)ncn2c1=O. Cell line: A375. Synergy scores: synergy=-87.5.